This data is from Peptide-MHC class II binding affinity with 134,281 pairs from IEDB. The task is: Regression. Given a peptide amino acid sequence and an MHC pseudo amino acid sequence, predict their binding affinity value. This is MHC class II binding data. (1) The peptide sequence is RSRPRRTTRRMDRRT. The MHC is HLA-DPA10201-DPB10501 with pseudo-sequence HLA-DPA10201-DPB10501. The binding affinity (normalized) is 0.421. (2) The peptide sequence is NSFQIEEFGTGVFTT. The MHC is DRB1_0901 with pseudo-sequence DRB1_0901. The binding affinity (normalized) is 0.394. (3) The binding affinity (normalized) is 0. The peptide sequence is DIFTNSRGKRASKGN. The MHC is HLA-DPA10301-DPB10402 with pseudo-sequence HLA-DPA10301-DPB10402. (4) The peptide sequence is KQAYAATVATAPEVK. The MHC is DRB3_0202 with pseudo-sequence DRB3_0202. The binding affinity (normalized) is 0.367. (5) The peptide sequence is KKKVPWDQVVMTSLALV. The MHC is HLA-DQA10103-DQB10603 with pseudo-sequence HLA-DQA10103-DQB10603. The binding affinity (normalized) is 0.403.